This data is from Full USPTO retrosynthesis dataset with 1.9M reactions from patents (1976-2016). The task is: Predict the reactants needed to synthesize the given product. (1) Given the product [Cl:6][C:7]1[CH:12]=[C:11]([N:13]2[C:18](=[O:19])[NH:17][C:16](=[O:20])[CH:15]=[N:14]2)[CH:10]=[CH:9][C:8]=1[C:21]([C:26]1[CH:31]=[CH:30][C:29]([Cl:32])=[CH:28][CH:27]=1)([CH3:25])[C:22]([NH2:1])=[O:23], predict the reactants needed to synthesize it. The reactants are: [NH4+:1].C([O-])(=O)C.[Cl:6][C:7]1[CH:12]=[C:11]([N:13]2[C:18](=[O:19])[NH:17][C:16](=[O:20])[CH:15]=[N:14]2)[CH:10]=[CH:9][C:8]=1[C:21]([C:26]1[CH:31]=[CH:30][C:29]([Cl:32])=[CH:28][CH:27]=1)([CH3:25])[C:22](Cl)=[O:23]. (2) Given the product [C:4]([C:3]1[CH:12]=[C:13]([Cl:16])[CH:14]=[CH:15][C:2]=1[NH:1][S:24]([C:21]1[CH:22]=[CH:23][C:18]([Br:17])=[CH:19][CH:20]=1)(=[O:26])=[O:25])(=[O:5])[C:6]1[CH:7]=[CH:8][CH:9]=[CH:10][CH:11]=1, predict the reactants needed to synthesize it. The reactants are: [NH2:1][C:2]1[CH:15]=[CH:14][C:13]([Cl:16])=[CH:12][C:3]=1[C:4]([C:6]1[CH:11]=[CH:10][CH:9]=[CH:8][CH:7]=1)=[O:5].[Br:17][C:18]1[CH:23]=[CH:22][C:21]([S:24](Cl)(=[O:26])=[O:25])=[CH:20][CH:19]=1.Cl. (3) The reactants are: FC1C=C([C:12]2[S:16][C:15]([NH2:17])=[N:14][C:13]=2[CH3:18])C=CC=1S(C)(=O)=O.[F:19][C:20]1[CH:21]=[C:22](CC(=O)C)[CH:23]=[CH:24][C:25]=1[S:26]([CH3:29])(=[O:28])=[O:27].FC1C=CC(CC(=O)C)=CC=1S(C)(=O)=O. Given the product [F:19][C:20]1[CH:21]=[CH:22][C:23]([C:12]2[S:16][C:15]([NH2:17])=[N:14][C:13]=2[CH3:18])=[CH:24][C:25]=1[S:26]([CH3:29])(=[O:27])=[O:28], predict the reactants needed to synthesize it. (4) Given the product [NH2:24][C:22]1[C:21]2[C:16](=[CH:17][C:18]([O:27][CH3:28])=[C:19]([O:25][CH3:26])[CH:20]=2)[N:15]=[C:14]([N:2]([CH3:1])[CH2:3][CH:4]([NH2:30])[CH3:5])[N:23]=1, predict the reactants needed to synthesize it. The reactants are: [CH3:1][N:2]([C:14]1[N:23]=[C:22]([NH2:24])[C:21]2[C:16](=[CH:17][C:18]([O:27][CH3:28])=[C:19]([O:25][CH3:26])[CH:20]=2)[N:15]=1)[CH2:3][CH2:4][CH2:5]NC(C1OCCC1)=O.Cl.[NH2:30]C1C2C(=CC(OC)=C(OC)C=2)N=C(Cl)N=1.CCC(N)C#N.